Predict the reactants needed to synthesize the given product. From a dataset of Full USPTO retrosynthesis dataset with 1.9M reactions from patents (1976-2016). (1) Given the product [C:16]([C:10]1[CH:11]=[N:12][C:13]2[C:8]([CH:9]=1)=[CH:7][C:6]([O:5][CH:4]([S:22][CH3:23])[C:3]([OH:24])=[O:2])=[CH:15][CH:14]=2)#[CH:17], predict the reactants needed to synthesize it. The reactants are: C[O:2][C:3](=[O:24])[CH:4]([S:22][CH3:23])[O:5][C:6]1[CH:7]=[C:8]2[C:13](=[CH:14][CH:15]=1)[N:12]=[CH:11][C:10]([C:16]#[C:17][Si](C)(C)C)=[CH:9]2.[OH-].[Na+].Cl. (2) The reactants are: [F:1][C:2]1[CH:7]=[CH:6][C:5]([N:8]([CH2:16][CH2:17][O:18][CH3:19])[C:9]([N:11]2[CH:15]=[CH:14][N:13]=[CH:12]2)=[O:10])=[CH:4][CH:3]=1.[CH3:20][I:21]. Given the product [I-:21].[F:1][C:2]1[CH:3]=[CH:4][C:5]([N:8]([CH2:16][CH2:17][O:18][CH3:19])[C:9]([N:11]2[CH:15]=[CH:14][N+:13]([CH3:20])=[CH:12]2)=[O:10])=[CH:6][CH:7]=1, predict the reactants needed to synthesize it. (3) The reactants are: [Cl:1][C:2]1[CH:7]=[CH:6][CH:5]=[C:4]([F:8])[C:3]=1[NH:9][C:10]1[N:14]([CH3:15])[C:13]2[C:16]3[CH2:17][C:18]([CH3:28])([CH3:27])[O:19][C:20]=3[C:21]([C:23](OC)=[O:24])=[CH:22][C:12]=2[N:11]=1.[F:29][C:30]([F:39])([F:38])[C:31]1[CH:32]=[CH:33][C:34]([NH2:37])=[N:35][CH:36]=1.C[Al](C)C. Given the product [Cl:1][C:2]1[CH:7]=[CH:6][CH:5]=[C:4]([F:8])[C:3]=1[NH:9][C:10]1[N:14]([CH3:15])[C:13]2[C:16]3[CH2:17][C:18]([CH3:28])([CH3:27])[O:19][C:20]=3[C:21]([C:23]([NH:37][C:34]3[CH:33]=[CH:32][C:31]([C:30]([F:38])([F:29])[F:39])=[CH:36][N:35]=3)=[O:24])=[CH:22][C:12]=2[N:11]=1, predict the reactants needed to synthesize it.